Dataset: Forward reaction prediction with 1.9M reactions from USPTO patents (1976-2016). Task: Predict the product of the given reaction. (1) Given the reactants [Br:1][C:2]1(OCC)[CH:7]=[CH:6][C:5](O)=[CH:4][CH2:3]1.[OH2:12].[C:13]1([CH3:23])[CH:18]=[CH:17][C:16](S(O)(=O)=O)=CC=1.[O:24]1CC[CH2:26][CH2:25]1, predict the reaction product. The product is: [O:12]1[CH2:23][CH2:13][CH2:18][CH2:17][CH:16]1[O:24][CH2:25][CH2:26][C:5]1[CH:4]=[CH:3][C:2]([Br:1])=[CH:7][CH:6]=1. (2) Given the reactants [Cl:1][C:2]1[CH:3]=[C:4]([CH:16]=[CH:17][CH:18]=1)[O:5][C:6]1[C:11]([F:12])=[CH:10][C:9]([CH2:13][OH:14])=[CH:8][C:7]=1[F:15].Cl[C:20]1[CH:31]=[C:24]2[N:25]([CH3:30])[C@H:26]([CH3:29])[CH2:27][CH2:28][N:23]2[C:22](=[O:32])[N:21]=1, predict the reaction product. The product is: [Cl:1][C:2]1[CH:3]=[C:4]([CH:16]=[CH:17][CH:18]=1)[O:5][C:6]1[C:11]([F:12])=[CH:10][C:9]([CH2:13][O:14][C:20]2[CH:31]=[C:24]3[N:25]([CH3:30])[C@H:26]([CH3:29])[CH2:27][CH2:28][N:23]3[C:22](=[O:32])[N:21]=2)=[CH:8][C:7]=1[F:15]. (3) The product is: [S:3]1[CH:4]=[CH:5][CH:6]=[C:2]1[C:2]1[S:3][CH:4]=[CH:5][CH:6]=1. Given the reactants Br[C:2]1[S:3][CH:4]=[CH:5][CH:6]=1.[Mg], predict the reaction product. (4) Given the reactants [F:1][C:2]1[CH:8]=[CH:7][C:6]([CH3:9])=[CH:5][C:3]=1[NH2:4].C1(CN)CCCCC1.[O:18]=[C:19]1[C:27]2([CH2:31][O:30][C:29]3[CH:32]=[C:33]4[C:37](=[CH:38][C:28]2=3)[CH2:36][CH2:35][O:34]4)[C:26]2[C:21](=[CH:22][CH:23]=[CH:24][CH:25]=2)[N:20]1[CH2:39][C:40]1[CH:48]=[CH:47][CH:46]=[CH:45][C:41]=1[C:42](O)=[O:43].O=C1C2(COC3C=C4C(=CC2=3)CCO4)C2C(=CC=CC=2)N1CC1C=C(C=CC=1)C(O)=O, predict the reaction product. The product is: [F:1][C:2]1[CH:8]=[CH:7][C:6]([CH3:9])=[CH:5][C:3]=1[NH:4][C:42](=[O:43])[C:41]1[CH:45]=[CH:46][CH:47]=[CH:48][C:40]=1[CH2:39][N:20]1[C:21]2[C:26](=[CH:25][CH:24]=[CH:23][CH:22]=2)[C:27]2([CH2:31][O:30][C:29]3[CH:32]=[C:33]4[C:37](=[CH:38][C:28]2=3)[CH2:36][CH2:35][O:34]4)[C:19]1=[O:18]. (5) Given the reactants [O:1]=[C:2]1[NH:10][C:5]2=[N:6][CH:7]=[CH:8][CH:9]=[C:4]2[C:3]21[CH2:21][C:13]1=[N:14][C:15](C(O)=O)=[CH:16][CH:17]=[C:12]1[CH2:11]2.C([N:24]([CH2:27]C)CC)C.C1(P(N=[N+]=[N-])(C2C=CC=CC=2)=[O:36])C=CC=CC=1.[C:46]([OH:50])([CH3:49])([CH3:48])[CH3:47], predict the reaction product. The product is: [O:1]=[C:2]1[NH:10][C:5]2=[N:6][CH:7]=[CH:8][CH:9]=[C:4]2[C:3]21[CH2:21][C:13]1=[N:14][C:15]([NH:24][C:27](=[O:36])[O:50][C:46]([CH3:49])([CH3:48])[CH3:47])=[CH:16][CH:17]=[C:12]1[CH2:11]2. (6) Given the reactants [NH2:1][C:2]1[C:7]([NH2:8])=[C:6]([NH:9][C@@H:10]2[C@@H:15]3[CH2:16][C@@H:12]([CH:13]=[CH:14]3)[C@@H:11]2[C:17]([NH2:19])=[O:18])[CH:5]=[CH:4][N:3]=1.[CH3:20][O:21][C:22]1[CH:29]=[C:28]([N:30]2[CH2:35][CH2:34][CH:33]([N:36]3[CH2:41][CH2:40][N:39]([CH3:42])[CH2:38][CH2:37]3)[CH2:32][CH2:31]2)[CH:27]=[CH:26][C:23]=1[CH:24]=O, predict the reaction product. The product is: [CH3:20][O:21][C:22]1[CH:29]=[C:28]([N:30]2[CH2:35][CH2:34][CH:33]([N:36]3[CH2:37][CH2:38][N:39]([CH3:42])[CH2:40][CH2:41]3)[CH2:32][CH2:31]2)[CH:27]=[CH:26][C:23]=1[C:24]1[NH:1][C:2]2=[N:3][CH:4]=[CH:5][C:6]([NH:9][C@@H:10]3[C@@H:15]4[CH2:16][C@@H:12]([CH:13]=[CH:14]4)[C@@H:11]3[C:17]([NH2:19])=[O:18])=[C:7]2[N:8]=1. (7) Given the reactants [NH2:1][C:2]1[NH:21][C:5]2=[CH:6][C:7]3[C:8]([CH3:20])([CH3:19])[C:9](=[O:18])[N:10]([CH2:13][CH2:14][CH2:15][CH2:16][CH3:17])[C:11]=3[CH:12]=[C:4]2[N:3]=1.[Br:22][C:23]1[CH:31]=[CH:30][CH:29]=[CH:28][C:24]=1[C:25](Cl)=[O:26], predict the reaction product. The product is: [Br:22][C:23]1[CH:31]=[CH:30][CH:29]=[CH:28][C:24]=1[C:25]([NH:1][C:2]1[NH:21][C:5]2=[CH:6][C:7]3[C:8]([CH3:20])([CH3:19])[C:9](=[O:18])[N:10]([CH2:13][CH2:14][CH2:15][CH2:16][CH3:17])[C:11]=3[CH:12]=[C:4]2[N:3]=1)=[O:26]. (8) Given the reactants [F:1][C:2]1[CH:24]=[CH:23][C:5]([CH2:6][N:7]2[C:11](=[O:12])[N:10]([C:13]3[CH:14]=[C:15]([CH:20]=[CH:21][N:22]=3)[C:16](OC)=[O:17])[CH:9]=[N:8]2)=[CH:4][CH:3]=1.[C-:25]#[N:26].[Na+], predict the reaction product. The product is: [CH2:25]([NH:26][C:16](=[O:17])[C:15]1[CH:20]=[CH:21][N:22]=[C:13]([N:10]2[C:11](=[O:12])[N:7]([CH2:6][C:5]3[CH:23]=[CH:24][C:2]([F:1])=[CH:3][CH:4]=3)[N:8]=[CH:9]2)[CH:14]=1)[C:2]1[CH:24]=[CH:23][CH:5]=[CH:4][CH:3]=1.